Task: Predict the reactants needed to synthesize the given product.. Dataset: Full USPTO retrosynthesis dataset with 1.9M reactions from patents (1976-2016) (1) Given the product [F:1][C:2]1[CH:11]=[C:10]([CH:9]=[CH:8][C:3]=1[C:4]([O:6][CH3:7])=[O:5])[O:12][CH2:14][CH2:15][CH2:16][CH:17]1[CH2:22][CH2:21][N:20]([C:23]([O:25][C:26]([CH3:27])([CH3:29])[CH3:28])=[O:24])[CH2:19][CH2:18]1, predict the reactants needed to synthesize it. The reactants are: [F:1][C:2]1[CH:11]=[C:10]([OH:12])[CH:9]=[CH:8][C:3]=1[C:4]([O:6][CH3:7])=[O:5].O[CH2:14][CH2:15][CH2:16][CH:17]1[CH2:22][CH2:21][N:20]([C:23]([O:25][C:26]([CH3:29])([CH3:28])[CH3:27])=[O:24])[CH2:19][CH2:18]1. (2) The reactants are: [CH2:1]([N:4]([C:9]([O:11][C:12]([CH3:15])([CH3:14])[CH3:13])=[O:10])[CH2:5][C:6]([OH:8])=O)[CH:2]=[CH2:3].C(N(CC)CC)C.C(Cl)(=O)C(C)(C)C.Cl.[CH3:31][NH:32][O:33][CH3:34]. Given the product [CH2:1]([N:4]([CH2:5][C:6]([N:32]([O:33][CH3:34])[CH3:31])=[O:8])[C:9](=[O:10])[O:11][C:12]([CH3:15])([CH3:14])[CH3:13])[CH:2]=[CH2:3], predict the reactants needed to synthesize it. (3) Given the product [NH:1]1[C:9]2[C:4](=[N:5][CH:6]=[CH:7][CH:8]=2)[N:3]=[C:2]1[C:10]([C:12]1[CH:13]=[CH:14][C:15]([O:18][C:19]2[C:24]([CH:25]3[CH2:26][CH2:27][O:28][CH2:29][CH2:30]3)=[CH:31][CH:22]=[CH:21][N:20]=2)=[CH:16][CH:17]=1)=[O:11], predict the reactants needed to synthesize it. The reactants are: [NH:1]1[C:9]2[C:4](=[N:5][CH:6]=[CH:7][CH:8]=2)[N:3]=[C:2]1[CH:10]([C:12]1[CH:17]=[CH:16][C:15]([O:18][C:19]2[C:24]([CH:25]3[CH2:30][CH2:29][O:28][CH2:27][CH2:26]3)=N[CH:22]=[CH:21][N:20]=2)=[CH:14][CH:13]=1)[OH:11].[CH:31](Cl)(Cl)Cl. (4) Given the product [F:1][C:2]([F:13])([F:12])[CH:3]([C:5]1[CH:10]=[CH:9][CH:8]=[CH:7][C:6]=1[N:22]1[CH:23]=[CH:24][C:20]([C:14]2[CH:19]=[CH:18][CH:17]=[CH:16][CH:15]=2)=[N:21]1)[OH:4], predict the reactants needed to synthesize it. The reactants are: [F:1][C:2]([F:13])([F:12])[CH:3]([C:5]1[CH:10]=[CH:9][CH:8]=[CH:7][C:6]=1I)[OH:4].[C:14]1([C:20]2[CH:24]=[CH:23][NH:22][N:21]=2)[CH:19]=[CH:18][CH:17]=[CH:16][CH:15]=1.C([O-])([O-])=O.[K+].[K+].CN[C@@H]1CCCC[C@H]1NC. (5) Given the product [CH3:21][N:22]([CH3:26])[CH2:23][CH2:24][NH:25][S:17]([C:15]1[CH:14]=[CH:13][C:11]2[N:12]=[C:8]([C:3]3[C:4]([CH3:7])=[N:5][NH:6][C:2]=3[NH2:1])[S:9][C:10]=2[CH:16]=1)(=[O:19])=[O:18], predict the reactants needed to synthesize it. The reactants are: [NH2:1][C:2]1[NH:6][N:5]=[C:4]([CH3:7])[C:3]=1[C:8]1[S:9][C:10]2[CH:16]=[C:15]([S:17](Cl)(=[O:19])=[O:18])[CH:14]=[CH:13][C:11]=2[N:12]=1.[CH3:21][N:22]([CH3:26])[CH2:23][CH2:24][NH2:25].CN1CCOCC1.